From a dataset of Catalyst prediction with 721,799 reactions and 888 catalyst types from USPTO. Predict which catalyst facilitates the given reaction. (1) Reactant: [OH-].[K+].C[O:4][C:5]([C:7]1[S:8][C:9]([CH3:23])=[C:10]([NH:12][C:13]([NH:15][CH2:16][C:17]2[CH:22]=[CH:21][CH:20]=[CH:19][CH:18]=2)=[O:14])[CH:11]=1)=[O:6].Cl. Product: [CH3:23][C:9]1[S:8][C:7]([C:5]([OH:6])=[O:4])=[CH:11][C:10]=1[NH:12][C:13]([NH:15][CH2:16][C:17]1[CH:22]=[CH:21][CH:20]=[CH:19][CH:18]=1)=[O:14]. The catalyst class is: 24. (2) Reactant: [CH2:1]([N:8]1[CH:12]=[C:11]([CH2:13][NH2:14])[N:10]=[N:9]1)[C:2]1[CH:7]=[CH:6][CH:5]=[CH:4][CH:3]=1.[Cl:15][C:16]1[CH:17]=[C:18]([CH:34]=[C:35]([Cl:37])[CH:36]=1)[CH2:19][O:20][C:21]([N:23]1[CH2:28][CH2:27][CH:26]([CH2:29][CH2:30][C:31](O)=[O:32])[CH2:25][CH2:24]1)=[O:22].CN(C(ON1N=NC2C=CC=NC1=2)=[N+](C)C)C.F[P-](F)(F)(F)(F)F. Product: [CH2:1]([N:8]1[CH:12]=[C:11]([CH2:13][NH:14][C:31](=[O:32])[CH2:30][CH2:29][CH:26]2[CH2:25][CH2:24][N:23]([C:21]([O:20][CH2:19][C:18]3[CH:34]=[C:35]([Cl:37])[CH:36]=[C:16]([Cl:15])[CH:17]=3)=[O:22])[CH2:28][CH2:27]2)[N:10]=[N:9]1)[C:2]1[CH:7]=[CH:6][CH:5]=[CH:4][CH:3]=1. The catalyst class is: 384. (3) Reactant: [CH3:1][C:2]1[C:6]([CH3:7])=[C:5]([NH:8][C:9](=[O:16])OCC(Cl)(Cl)Cl)[O:4][N:3]=1.[C:17]1([C:23]2[CH:24]=[CH:25][C:26]([N:29]3[CH2:34][CH2:33][NH:32][CH2:31][CH2:30]3)=[N:27][CH:28]=2)[CH:22]=[CH:21][CH:20]=[CH:19][CH:18]=1.C(N(C(C)C)CC)(C)C.CS(C)=O. Product: [CH3:1][C:2]1[C:6]([CH3:7])=[C:5]([NH:8][C:9]([N:32]2[CH2:33][CH2:34][N:29]([C:26]3[CH:25]=[CH:24][C:23]([C:17]4[CH:22]=[CH:21][CH:20]=[CH:19][CH:18]=4)=[CH:28][N:27]=3)[CH2:30][CH2:31]2)=[O:16])[O:4][N:3]=1. The catalyst class is: 6.